Dataset: Reaction yield outcomes from USPTO patents with 853,638 reactions. Task: Predict the reaction yield, written as a fraction of the theoretical maximum amount of product (1.0 means a 100% yield; for example, 0.34 means a 34% yield). The reactants are S(Cl)(Cl)=O.[Br:5][CH2:6][C@@:7]([OH:12])([CH3:11])[C:8](O)=[O:9].CCN(CC)CC.[NH2:20][C:21]1[CH:22]=[CH:23][C:24]([C:31]#[N:32])=[C:25]([C:27]([F:30])([F:29])[F:28])[CH:26]=1. The catalyst is C1COCC1.O. The product is [Br:5][CH2:6][C@@:7]([OH:12])([CH3:11])[C:8]([NH:20][C:21]1[CH:22]=[CH:23][C:24]([C:31]#[N:32])=[C:25]([C:27]([F:28])([F:29])[F:30])[CH:26]=1)=[O:9]. The yield is 0.739.